From a dataset of CYP2C9 inhibition data for predicting drug metabolism from PubChem BioAssay. Regression/Classification. Given a drug SMILES string, predict its absorption, distribution, metabolism, or excretion properties. Task type varies by dataset: regression for continuous measurements (e.g., permeability, clearance, half-life) or binary classification for categorical outcomes (e.g., BBB penetration, CYP inhibition). Dataset: cyp2c9_veith. (1) The molecule is COc1ccccc1-c1ccc2ncnc(NCc3ccccc3)c2c1. The result is 1 (inhibitor). (2) The molecule is Cc1oc(=O)c(NC(=O)c2ccccc2)cc1C(=O)c1ccccc1. The result is 1 (inhibitor). (3) The compound is C[C@@H]1c2ccccc2CN1CC1=NCCN1. The result is 0 (non-inhibitor). (4) The molecule is CC(C)(C)C(=O)OCOC(=O)[C@@H]1N2C(=O)[C@@H](NC(=O)[C@@H](N)c3ccccc3)[C@H]2SC1(C)C. The result is 0 (non-inhibitor).